Dataset: Full USPTO retrosynthesis dataset with 1.9M reactions from patents (1976-2016). Task: Predict the reactants needed to synthesize the given product. Given the product [N+:31]([C:26]1[C:25]([O:13][C:9]2[CH:8]=[C:7]([N:4]3[CH2:3][CH2:2][O:1][CH2:6][CH2:5]3)[CH:12]=[CH:11][CH:10]=2)=[CH:30][CH:29]=[CH:28][N:27]=1)([O-:33])=[O:32], predict the reactants needed to synthesize it. The reactants are: [O:1]1[CH2:6][CH2:5][N:4]([C:7]2[CH:8]=[C:9]([OH:13])[CH:10]=[CH:11][CH:12]=2)[CH2:3][CH2:2]1.C[Si]([N-][Si](C)(C)C)(C)C.[Na+].F[C:25]1[C:26]([N+:31]([O-:33])=[O:32])=[N:27][CH:28]=[CH:29][CH:30]=1.